Predict which catalyst facilitates the given reaction. From a dataset of Catalyst prediction with 721,799 reactions and 888 catalyst types from USPTO. (1) Reactant: C([O:3][C:4](=[O:36])[C:5]([F:35])([F:34])[CH:6]1[C:15]2[C:10](=[CH:11][C:12]([O:16][CH2:17][C:18]3[CH:19]=[C:20]([C:24]4[CH:29]=[CH:28][C:27]([C:30]([F:33])([F:32])[F:31])=[CH:26][CH:25]=4)[CH:21]=[CH:22][CH:23]=3)=[CH:13][CH:14]=2)[CH2:9][CH2:8][CH2:7]1)C.[OH-].[Na+]. Product: [F:34][C:5]([F:35])([CH:6]1[C:15]2[C:10](=[CH:11][C:12]([O:16][CH2:17][C:18]3[CH:19]=[C:20]([C:24]4[CH:25]=[CH:26][C:27]([C:30]([F:31])([F:33])[F:32])=[CH:28][CH:29]=4)[CH:21]=[CH:22][CH:23]=3)=[CH:13][CH:14]=2)[CH2:9][CH2:8][CH2:7]1)[C:4]([OH:36])=[O:3]. The catalyst class is: 5. (2) Reactant: [CH2:1]([O:3][C:4](=[O:20])[C:5]1[CH:10]=[CH:9][CH:8]=[C:7]([O:11][C:12]2[CH:13]=[N:14][C:15]([O:18]C)=[CH:16][CH:17]=2)[CH:6]=1)[CH3:2].I[Si](C)(C)C. Product: [CH2:1]([O:3][C:4](=[O:20])[C:5]1[CH:10]=[CH:9][CH:8]=[C:7]([O:11][C:12]2[CH:13]=[N:14][C:15]([OH:18])=[CH:16][CH:17]=2)[CH:6]=1)[CH3:2]. The catalyst class is: 47. (3) The catalyst class is: 12. Reactant: [C:1]([O:5][C:6](=[O:20])[NH:7][CH2:8][CH2:9][C:10]1[C:15]2[C:16]([CH3:19])=[CH:17][O:18][C:14]=2[CH:13]=[CH:12][CH:11]=1)([CH3:4])([CH3:3])[CH3:2].[Se](=O)=[O:22]. Product: [C:1]([O:5][C:6](=[O:20])[NH:7][CH2:8][CH2:9][C:10]1[C:15]2[C:16]([CH2:19][OH:22])=[CH:17][O:18][C:14]=2[CH:13]=[CH:12][CH:11]=1)([CH3:4])([CH3:3])[CH3:2].